This data is from Peptide-MHC class II binding affinity with 134,281 pairs from IEDB. The task is: Regression. Given a peptide amino acid sequence and an MHC pseudo amino acid sequence, predict their binding affinity value. This is MHC class II binding data. (1) The peptide sequence is WSEIQTLKPNLIGPF. The MHC is HLA-DPA10201-DPB10101 with pseudo-sequence HLA-DPA10201-DPB10101. The binding affinity (normalized) is 0.526. (2) The peptide sequence is NQFCIKVLNPYMPTVIE. The MHC is DRB1_0101 with pseudo-sequence DRB1_0101. The binding affinity (normalized) is 0.279. (3) The peptide sequence is FEVDQTKIQYVIRAQ. The MHC is DRB1_0701 with pseudo-sequence DRB1_0701. The binding affinity (normalized) is 0.357. (4) The peptide sequence is RICCEPKKTTNAEFT. The MHC is DRB1_0401 with pseudo-sequence DRB1_0401. The binding affinity (normalized) is 0.367. (5) The peptide sequence is GPKDNGGACGYKDVD. The MHC is DRB1_0101 with pseudo-sequence DRB1_0101. The binding affinity (normalized) is 0.0356. (6) The peptide sequence is PEEFAVVDLSKMRAV. The MHC is DRB1_1302 with pseudo-sequence DRB1_1302. The binding affinity (normalized) is 0.313.